Dataset: Reaction yield outcomes from USPTO patents with 853,638 reactions. Task: Predict the reaction yield, written as a fraction of the theoretical maximum amount of product (1.0 means a 100% yield; for example, 0.34 means a 34% yield). The reactants are Br[C:2]1[C:7]([C:8]([O:10][CH2:11][CH3:12])=[O:9])=[C:6]([Cl:13])[CH:5]=[CH:4][N:3]=1.[CH2:14]([Zn]CC)[CH3:15].O.Cl. The catalyst is O1CCOCC1. The product is [Cl:13][C:6]1[CH:5]=[CH:4][N:3]=[C:2]([CH2:14][CH3:15])[C:7]=1[C:8]([O:10][CH2:11][CH3:12])=[O:9]. The yield is 0.570.